Predict the product of the given reaction. From a dataset of Forward reaction prediction with 1.9M reactions from USPTO patents (1976-2016). Given the reactants [OH:1][C:2]1[CH:7]=[CH:6][C:5]([CH2:8][CH2:9][C:10]([O:12][CH3:13])=[O:11])=[CH:4][CH:3]=1.[CH3:14][C:15]1[CH:29]=[CH:28][CH:27]=[C:26]([CH3:30])[C:16]=1[CH2:17][C:18]1[CH:19]=[C:20]([CH:23]=[CH:24][CH:25]=1)[CH2:21]O.C1(P(C2C=CC=CC=2)C2C=CC=CC=2)C=CC=CC=1.N(C(OCC)=O)=NC(OCC)=O, predict the reaction product. The product is: [CH3:14][C:15]1[CH:29]=[CH:28][CH:27]=[C:26]([CH3:30])[C:16]=1[CH2:17][C:18]1[CH:19]=[C:20]([CH:23]=[CH:24][CH:25]=1)[CH2:21][O:1][C:2]1[CH:3]=[CH:4][C:5]([CH2:8][CH2:9][C:10]([O:12][CH3:13])=[O:11])=[CH:6][CH:7]=1.